Dataset: Full USPTO retrosynthesis dataset with 1.9M reactions from patents (1976-2016). Task: Predict the reactants needed to synthesize the given product. (1) The reactants are: [Cl:1][C:2]1[CH:3]=[C:4]([NH2:12])[C:5]2[CH:6]=[CH:7][N:8]=[CH:9][C:10]=2[CH:11]=1.[F:13][C:14]([F:26])([F:25])[C:15]1[CH:24]=[CH:23][C:18]([CH2:19][N:20]=[C:21]=[O:22])=[CH:17][CH:16]=1. Given the product [Cl:1][C:2]1[CH:11]=[C:10]2[C:5]([CH:6]=[CH:7][N:8]=[CH:9]2)=[C:4]([NH:12][C:21]([NH:20][CH2:19][C:18]2[CH:17]=[CH:16][C:15]([C:14]([F:13])([F:26])[F:25])=[CH:24][CH:23]=2)=[O:22])[CH:3]=1, predict the reactants needed to synthesize it. (2) Given the product [C:1]1(=[O:11])[N:5]([CH2:14]/[CH:15]=[CH:16]/[CH2:17][N:5]2[C:1](=[O:19])[C:2]3=[CH:10][CH:9]=[CH:8][CH:7]=[C:3]3[C:4]2=[O:6])[C:4](=[O:6])[C:3]2=[CH:7][CH:8]=[CH:9][CH:10]=[C:2]12, predict the reactants needed to synthesize it. The reactants are: [C:1]1(=[O:11])[NH:5][C:4](=[O:6])[C:3]2=[CH:7][CH:8]=[CH:9][CH:10]=[C:2]12.[K].Br[CH2:14]/[CH:15]=[CH:16]/[CH2:17]Br.[OH2:19]. (3) Given the product [F:1][C:2]1[CH:7]=[CH:6][C:5]([CH2:8][C:14](=[O:20])[C:15]([O:17][CH2:18][CH3:19])=[O:16])=[C:4]([N+:9]([O-:11])=[O:10])[CH:3]=1, predict the reactants needed to synthesize it. The reactants are: [F:1][C:2]1[CH:7]=[CH:6][C:5]([CH3:8])=[C:4]([N+:9]([O-:11])=[O:10])[CH:3]=1.[H-].[Na+].[C:14](OCC)(=[O:20])[C:15]([O:17][CH2:18][CH3:19])=[O:16].O.